This data is from CYP1A2 inhibition data for predicting drug metabolism from PubChem BioAssay. The task is: Regression/Classification. Given a drug SMILES string, predict its absorption, distribution, metabolism, or excretion properties. Task type varies by dataset: regression for continuous measurements (e.g., permeability, clearance, half-life) or binary classification for categorical outcomes (e.g., BBB penetration, CYP inhibition). Dataset: cyp1a2_veith. The drug is O=C(c1ccncc1)N1CCC[C@@]2(CCN(c3cccc(-c4ccccc4)c3)C2)C1. The result is 1 (inhibitor).